The task is: Predict the reactants needed to synthesize the given product.. This data is from Full USPTO retrosynthesis dataset with 1.9M reactions from patents (1976-2016). (1) Given the product [F:1][C:2]1[CH:3]=[C:4]([CH:25]=[CH:26][CH:27]=1)[O:5][CH2:6][CH2:7][CH2:8][CH2:9][CH2:10][CH2:11][CH2:12][CH2:13][NH2:14], predict the reactants needed to synthesize it. The reactants are: [F:1][C:2]1[CH:3]=[C:4]([CH:25]=[CH:26][CH:27]=1)[O:5][CH2:6][CH2:7][CH2:8][CH2:9][CH2:10][CH2:11][CH2:12][CH2:13][N:14]1C(=O)C2=CC=CC=C2C1=O.O.NN.C(OC1C=C(CN)C=CC=1)CCCCC. (2) Given the product [NH2:29][C:2]1[N:7]=[CH:6][C:5]([S:8]([NH:11][CH:12]([C:14]2[N:18]([CH2:19][CH3:20])[C:17]3[CH:21]=[C:22]([C:25]([F:28])([F:27])[F:26])[CH:23]=[CH:24][C:16]=3[N:15]=2)[CH3:13])(=[O:10])=[O:9])=[CH:4][CH:3]=1, predict the reactants needed to synthesize it. The reactants are: Cl[C:2]1[N:7]=[CH:6][C:5]([S:8]([NH:11][C@@H:12]([C:14]2[N:18]([CH2:19][CH3:20])[C:17]3[CH:21]=[C:22]([C:25]([F:28])([F:27])[F:26])[CH:23]=[CH:24][C:16]=3[N:15]=2)[CH3:13])(=[O:10])=[O:9])=[CH:4][CH:3]=1.[NH3:29].